Predict the product of the given reaction. From a dataset of Forward reaction prediction with 1.9M reactions from USPTO patents (1976-2016). (1) Given the reactants [Cl:1][C:2]1[C:7]2[N:8]=[C:9]([NH:11][C:12]3[CH:17]=[CH:16][C:15]([CH2:18][C:19]([O:21]C)=[O:20])=[CH:14][C:13]=3[Cl:23])[S:10][C:6]=2[CH:5]=[CH:4][CH:3]=1.[OH-].[Na+], predict the reaction product. The product is: [Cl:1][C:2]1[C:7]2[N:8]=[C:9]([NH:11][C:12]3[CH:17]=[CH:16][C:15]([CH2:18][C:19]([OH:21])=[O:20])=[CH:14][C:13]=3[Cl:23])[S:10][C:6]=2[CH:5]=[CH:4][CH:3]=1. (2) Given the reactants [Cl:1][C:2]1[CH:7]=[C:6]([OH:8])[CH:5]=[CH:4][C:3]=1[CH:9]([CH3:24])[C:10]([C:16]1[CH:17]=[CH:18][C:19](=[O:23])[N:20]([CH3:22])[CH:21]=1)([OH:15])[C:11]([F:14])([F:13])[F:12].F[C:26]1[CH:33]=[CH:32][C:29]([CH:30]=[O:31])=[C:28]([C:34]([F:37])([F:36])[F:35])[CH:27]=1.C(=O)([O-])[O-].[Cs+].[Cs+], predict the reaction product. The product is: [Cl:1][C:2]1[CH:7]=[C:6]([CH:5]=[CH:4][C:3]=1[CH:9]([CH3:24])[C:10]([OH:15])([C:16]1[CH:17]=[CH:18][C:19](=[O:23])[N:20]([CH3:22])[CH:21]=1)[C:11]([F:13])([F:14])[F:12])[O:8][C:26]1[CH:33]=[CH:32][C:29]([CH:30]=[O:31])=[C:28]([C:34]([F:35])([F:37])[F:36])[CH:27]=1. (3) Given the reactants Cl.Cl.[Br:3][C:4]1[C:5]([NH:17][CH3:18])=[C:6]([C:14]([NH2:16])=[O:15])[S:7][C:8]=1[C:9]1[CH:10]=[N:11][NH:12][CH:13]=1.C([O-])(O)=O.[Na+].[C:24]1(=O)[CH2:28][CH2:27][CH2:26][CH2:25]1.CC1C=CC(S(O)(=O)=O)=CC=1.[O-]S([O-])(=O)=O.[Mg+2], predict the reaction product. The product is: [Br:3][C:4]1[C:5]2[N:17]([CH3:18])[C:24]3([CH2:28][CH2:27][CH2:26][CH2:25]3)[NH:16][C:14](=[O:15])[C:6]=2[S:7][C:8]=1[C:9]1[CH:10]=[N:11][NH:12][CH:13]=1. (4) Given the reactants CC(P(C(C)(C)C)C1N(C2C(C3C=CC=CC=3)=NN(C3C=CC=CC=3)C=2C2C=CC=CC=2)N=CC=1)(C)C.Br[C:39]1[C:47]2[C:42](=[CH:43][CH:44]=[CH:45][C:46]=2[F:48])[N:41]([C:49]([C:51]2[C:56]([C:57]([F:60])([F:59])[F:58])=[CH:55][CH:54]=[CH:53][C:52]=2[Cl:61])=[O:50])[N:40]=1.[NH:62]1[CH2:66][CH2:65][CH:64]([C:67]([OH:69])=[O:68])[CH2:63]1.C([O-])([O-])=O.[Cs+].[Cs+], predict the reaction product. The product is: [Cl:61][C:52]1[CH:53]=[CH:54][CH:55]=[C:56]([C:57]([F:60])([F:59])[F:58])[C:51]=1[C:49]([N:41]1[C:42]2[C:47](=[C:46]([F:48])[CH:45]=[CH:44][CH:43]=2)[C:39]([N:62]2[CH2:66][CH2:65][CH:64]([C:67]([OH:69])=[O:68])[CH2:63]2)=[N:40]1)=[O:50]. (5) Given the reactants [CH:1]([C@H:4]1[CH2:8][O:7][C:6](=[O:9])[N:5]1[C:10]1[CH:15]=[CH:14][N:13]2[N:16]=[CH:17][C:18]([C:19]3[CH:24]=[CH:23][C:22]([C:25]4[N:26](COCC[Si](C)(C)C)[CH:27]=[CH:28][N:29]=4)=[CH:21][CH:20]=3)=[C:12]2[N:11]=1)([CH3:3])[CH3:2].FC(F)(F)C(O)=O, predict the reaction product. The product is: [NH:26]1[CH:27]=[CH:28][N:29]=[C:25]1[C:22]1[CH:23]=[CH:24][C:19]([C:18]2[CH:17]=[N:16][N:13]3[CH:14]=[CH:15][C:10]([N:5]4[C@@H:4]([CH:1]([CH3:2])[CH3:3])[CH2:8][O:7][C:6]4=[O:9])=[N:11][C:12]=23)=[CH:20][CH:21]=1.